From a dataset of Peptide-MHC class I binding affinity with 185,985 pairs from IEDB/IMGT. Regression. Given a peptide amino acid sequence and an MHC pseudo amino acid sequence, predict their binding affinity value. This is MHC class I binding data. (1) The peptide sequence is LLQLTVWGI. The binding affinity (normalized) is 0.402. The MHC is HLA-A68:02 with pseudo-sequence HLA-A68:02. (2) The peptide sequence is VTQMKSLVTK. The MHC is HLA-A31:01 with pseudo-sequence HLA-A31:01. The binding affinity (normalized) is 0.415. (3) The peptide sequence is SLFNTVATI. The MHC is HLA-A68:02 with pseudo-sequence HLA-A68:02. The binding affinity (normalized) is 0.0636. (4) The peptide sequence is TPSVKVCIV. The MHC is HLA-B51:01 with pseudo-sequence HLA-B51:01. The binding affinity (normalized) is 0.0847. (5) The peptide sequence is YFDDVTAFL. The MHC is HLA-C05:01 with pseudo-sequence HLA-C05:01. The binding affinity (normalized) is 0.756.